Dataset: Full USPTO retrosynthesis dataset with 1.9M reactions from patents (1976-2016). Task: Predict the reactants needed to synthesize the given product. (1) Given the product [CH3:19][O:20][C:2]1[N:3]=[C:4]([OH:18])[C:5]2[CH:11]=[CH:10][N:9]=[C:8]([C:12]3[N:13]=[CH:14][N:15]([CH3:17])[CH:16]=3)[C:6]=2[N:7]=1, predict the reactants needed to synthesize it. The reactants are: Cl[C:2]1[N:3]=[C:4]([OH:18])[C:5]2[CH:11]=[CH:10][N:9]=[C:8]([C:12]3[N:13]=[CH:14][N:15]([CH3:17])[CH:16]=3)[C:6]=2[N:7]=1.[CH3:19][OH:20]. (2) Given the product [Br:19][C:15]1[CH:16]=[CH:17][C:18]2[NH:10][N:11]=[CH:12][C:13]=2[C:14]=1[C:20]#[N:21], predict the reactants needed to synthesize it. The reactants are: C([O-])([O-])=O.[K+].[K+].C([N:10]1[C:18]2[CH:17]=[CH:16][C:15]([Br:19])=[C:14]([C:20]#[N:21])[C:13]=2[CH:12]=[N:11]1)(=O)C.CO. (3) Given the product [CH2:1]([O:5][C:6](=[O:7])[NH:8][C@H:9]([CH2:27][C:28]1[CH:29]=[CH:30][CH:31]=[CH:32][CH:33]=1)[CH2:10][NH:11][C:12](=[O:26])[C@@H:13]([CH3:14])[NH2:15])[C:4]1[CH:29]=[CH:28][CH:27]=[CH:9][CH:10]=1, predict the reactants needed to synthesize it. The reactants are: [C:1]([O:5][C:6]([NH:8][C@H:9]([CH2:27][C:28]1[CH:33]=[CH:32][CH:31]=[CH:30][CH:29]=1)[CH2:10][NH:11][C:12](=[O:26])[C@H:13]([NH:15]C(=O)OCC1C=CC=CC=1)[CH3:14])=[O:7])([CH3:4])(C)C.Cl. (4) Given the product [S:4]1[C:5]2[CH:10]=[CH:9][CH:8]=[CH:7][C:6]=2[C:2]([N:28]2[CH2:27][CH2:26][CH:25]([N:22]3[CH2:23][CH2:24][N:19]([C:14]4[CH:15]=[CH:16][CH:17]=[CH:18][C:13]=4[O:12][CH3:11])[CH2:20][CH2:21]3)[CH2:30][CH2:29]2)=[CH:3]1, predict the reactants needed to synthesize it. The reactants are: Br[C:2]1[C:6]2[CH:7]=[CH:8][CH:9]=[CH:10][C:5]=2[S:4][CH:3]=1.[CH3:11][O:12][C:13]1[CH:18]=[CH:17][CH:16]=[CH:15][C:14]=1[N:19]1[CH2:24][CH2:23][N:22]([CH:25]2[CH2:30][CH2:29][NH:28][CH2:27][CH2:26]2)[CH2:21][CH2:20]1.CC(C)([O-])C.[Na+].C1(P(C2CCCCC2)C2C=CC=CC=2C2C=CC=CC=2N(C)C)CCCCC1.